Dataset: Forward reaction prediction with 1.9M reactions from USPTO patents (1976-2016). Task: Predict the product of the given reaction. Given the reactants C1(P(C2C=CC=CC=2)C2C=CC3C(=CC=CC=3)C=2C2C3C(=CC=CC=3)C=CC=2P(C2C=CC=CC=2)C2C=CC=CC=2)C=CC=CC=1.[NH2:47][C:48]1[CH:49]=[CH:50][C:51]([CH3:79])=[C:52]([N:54]2[CH2:77][CH2:76][C:57]3[N:58]=[C:59]([NH:62][C:63]4[CH:68]=[CH:67][C:66]([N:69]5[CH2:74][CH2:73][N:72]([CH3:75])[CH2:71][CH2:70]5)=[CH:65][CH:64]=4)[N:60]=[CH:61][C:56]=3[C:55]2=[O:78])[CH:53]=1.Br[C:81]1[C:90]2[C:85](=[CH:86][CH:87]=[CH:88][CH:89]=2)[CH:84]=[CH:83][N:82]=1.C(=O)([O-])[O-].[Cs+].[Cs+], predict the reaction product. The product is: [C:81]1([NH:47][C:48]2[CH:49]=[CH:50][C:51]([CH3:79])=[C:52]([N:54]3[CH2:77][CH2:76][C:57]4[N:58]=[C:59]([NH:62][C:63]5[CH:68]=[CH:67][C:66]([N:69]6[CH2:70][CH2:71][N:72]([CH3:75])[CH2:73][CH2:74]6)=[CH:65][CH:64]=5)[N:60]=[CH:61][C:56]=4[C:55]3=[O:78])[CH:53]=2)[C:90]2[C:85](=[CH:86][CH:87]=[CH:88][CH:89]=2)[CH:84]=[CH:83][N:82]=1.